From a dataset of Full USPTO retrosynthesis dataset with 1.9M reactions from patents (1976-2016). Predict the reactants needed to synthesize the given product. (1) Given the product [CH3:23][O:24][C:25](=[O:40])[C:26]1[CH:38]=[CH:37][C:36]([O:39][CH2:20][CH2:19][CH2:18][CH2:17][CH2:16][CH2:15][CH2:14][CH2:13][CH2:12][CH2:11][CH2:10][CH2:9][CH2:8][CH2:7][C:6]([O:5][C:1]([CH3:4])([CH3:3])[CH3:2])=[O:22])=[C:28]([C:29]([O:31][C:32]([CH3:35])([CH3:33])[CH3:34])=[O:30])[CH:27]=1, predict the reactants needed to synthesize it. The reactants are: [C:1]([O:5][C:6](=[O:22])[CH2:7][CH2:8][CH2:9][CH2:10][CH2:11][CH2:12][CH2:13][CH2:14][CH2:15][CH2:16][CH2:17][CH2:18][CH2:19][CH2:20]Br)([CH3:4])([CH3:3])[CH3:2].[CH3:23][O:24][C:25](=[O:40])[C:26]1[CH:38]=[CH:37][C:36]([OH:39])=[C:28]([C:29]([O:31][C:32]([CH3:35])([CH3:34])[CH3:33])=[O:30])[CH:27]=1.C([O-])([O-])=O.[K+].[K+].C(#N)C. (2) Given the product [F:16][C:14]1[CH:15]=[C:10]2[N:9]([CH3:17])[C:8](=[O:18])[N:7]([C@H:5]3[CH2:6][C@H:3]([NH:2][C:20]4[S:21][C:22]5[CH:28]=[C:27]([F:29])[CH:26]=[CH:25][C:23]=5[N:24]=4)[CH2:4]3)[C:11]2=[N:12][CH:13]=1, predict the reactants needed to synthesize it. The reactants are: Cl.[NH2:2][C@H:3]1[CH2:6][C@H:5]([N:7]2[C:11]3=[N:12][CH:13]=[C:14]([F:16])[CH:15]=[C:10]3[N:9]([CH3:17])[C:8]2=[O:18])[CH2:4]1.Cl[C:20]1[S:21][C:22]2[CH:28]=[C:27]([F:29])[CH:26]=[CH:25][C:23]=2[N:24]=1.C(N(CC)C(C)C)(C)C. (3) Given the product [C:1]([C:3]1[CH:4]=[C:5]([CH:8]=[CH:9][CH:10]=1)[CH2:6][P:11](=[O:18])([O:15][CH2:16][CH3:17])[O:12][CH2:13][CH3:14])#[N:2], predict the reactants needed to synthesize it. The reactants are: [C:1]([C:3]1[CH:4]=[C:5]([CH:8]=[CH:9][CH:10]=1)[CH2:6]Br)#[N:2].[P:11]([O:18]CC)([O:15][CH2:16][CH3:17])[O:12][CH2:13][CH3:14]. (4) Given the product [Cl:11][C:12]1[CH:17]=[CH:16][C:15]([CH:5]([C:4]2[CH:7]=[CH:8][C:9]([Cl:10])=[C:2]([Cl:1])[CH:3]=2)[OH:6])=[CH:14][CH:13]=1, predict the reactants needed to synthesize it. The reactants are: [Cl:1][C:2]1[CH:3]=[C:4]([CH:7]=[CH:8][C:9]=1[Cl:10])[CH:5]=[O:6].[Cl:11][C:12]1[CH:17]=[CH:16][C:15]([Mg]Br)=[CH:14][CH:13]=1. (5) Given the product [F:1][C:2]1[N:3]=[CH:4][N:5]([C:8]2[C:9]([C:15]([OH:17])=[O:16])=[N:10][C:11]([CH3:14])=[CH:12][CH:13]=2)[CH:6]=1, predict the reactants needed to synthesize it. The reactants are: [F:1][C:2]1[N:3]=[CH:4][NH:5][CH:6]=1.I[C:8]1[C:9]([C:15]([O:17]C)=[O:16])=[N:10][C:11]([CH3:14])=[CH:12][CH:13]=1.COC1C2C(=C3C(=CC=2)C(OC)=CC=N3)N=CC=1.C(=O)([O-])[O-].[Cs+].[Cs+]. (6) Given the product [CH3:21][C:20]1[C:15]([C:6]2[CH:7]=[CH:8][C:3]([C:2]([F:13])([F:12])[F:1])=[CH:4][CH:5]=2)=[N:16][CH:17]=[C:18]([N+:22]([O-:24])=[O:23])[CH:19]=1, predict the reactants needed to synthesize it. The reactants are: [F:1][C:2]([F:13])([F:12])[C:3]1[CH:8]=[CH:7][C:6](B(O)O)=[CH:5][CH:4]=1.Br[C:15]1[C:20]([CH3:21])=[CH:19][C:18]([N+:22]([O-:24])=[O:23])=[CH:17][N:16]=1.C(=O)([O-])[O-].[K+].[K+].C(OCC)(=O)C. (7) The reactants are: [NH2:1][C:2]1[N:7]=[CH:6][C:5]([O:8][C:9]2[CH:10]=[C:11]([NH:15][C:16]([N:18]3[CH2:22][CH2:21][N:20]([C:23]4[CH:28]=[CH:27][CH:26]=[CH:25][CH:24]=4)[C:19]3=[O:29])=[O:17])[CH:12]=[CH:13][CH:14]=2)=[CH:4][CH:3]=1.CCN(C(C)C)C(C)C.[N:39]1([C:44](Cl)=[O:45])[CH2:43][CH2:42][CH2:41][CH2:40]1. Given the product [O:29]=[C:19]1[N:20]([C:23]2[CH:24]=[CH:25][CH:26]=[CH:27][CH:28]=2)[CH2:21][CH2:22][N:18]1[C:16]([NH:15][C:11]1[CH:12]=[CH:13][CH:14]=[C:9]([O:8][C:5]2[CH:6]=[N:7][C:2]([NH:1][C:44]([N:39]3[CH2:43][CH2:42][CH2:41][CH2:40]3)=[O:45])=[CH:3][CH:4]=2)[CH:10]=1)=[O:17], predict the reactants needed to synthesize it. (8) Given the product [C:1]([C:5]1[CH:10]=[CH:9][CH:8]=[CH:7][C:6]=1[N:11]=[C:12]([C:14]1[CH:19]=[CH:18][CH:17]=[C:16]([C:20](=[N:31][C:30]2[CH:32]=[CH:33][C:27]([C:23]([CH3:26])([CH3:25])[CH3:24])=[CH:28][CH:29]=2)[CH3:21])[N:15]=1)[CH3:13])([CH3:4])([CH3:3])[CH3:2], predict the reactants needed to synthesize it. The reactants are: [C:1]([C:5]1[CH:10]=[CH:9][CH:8]=[CH:7][C:6]=1[N:11]=[C:12]([C:14]1[CH:19]=[CH:18][CH:17]=[C:16]([C:20](=O)[CH3:21])[N:15]=1)[CH3:13])([CH3:4])([CH3:3])[CH3:2].[C:23]([C:27]1[CH:33]=[CH:32][C:30]([NH2:31])=[CH:29][CH:28]=1)([CH3:26])([CH3:25])[CH3:24].